This data is from Catalyst prediction with 721,799 reactions and 888 catalyst types from USPTO. The task is: Predict which catalyst facilitates the given reaction. (1) Reactant: Cl[CH2:2][C:3]([NH:5][C:6]1[N:7]=[C:8]2[CH:13]=[CH:12][C:11]([O:14][C:15]3[CH:16]=[C:17]([NH:21][C:22](=[O:33])[C:23]4[CH:28]=[CH:27][CH:26]=[C:25]([C:29]([F:32])([F:31])[F:30])[CH:24]=4)[CH:18]=[CH:19][CH:20]=3)=[N:10][N:9]2[CH:34]=1)=[O:4].[CH3:35][N:36]1[CH2:41][CH2:40][NH:39][CH2:38][CH2:37]1. Product: [CH3:35][N:36]1[CH2:41][CH2:40][N:39]([CH2:2][C:3]([NH:5][C:6]2[N:7]=[C:8]3[CH:13]=[CH:12][C:11]([O:14][C:15]4[CH:16]=[C:17]([NH:21][C:22](=[O:33])[C:23]5[CH:28]=[CH:27][CH:26]=[C:25]([C:29]([F:32])([F:31])[F:30])[CH:24]=5)[CH:18]=[CH:19][CH:20]=4)=[N:10][N:9]3[CH:34]=2)=[O:4])[CH2:38][CH2:37]1. The catalyst class is: 10. (2) Reactant: [Cl:1][C:2]1[C:3]([C:12](Cl)=[O:13])=[N:4][C:5]2[C:10]([N:11]=1)=[CH:9][CH:8]=[CH:7][CH:6]=2.[NH2:15][C:16]1[CH:21]=[CH:20][N:19]=[C:18]([C:22]([O:24][CH3:25])=[O:23])[CH:17]=1.N1C=CC=CC=1.O. Product: [Cl:1][C:2]1[C:3]([C:12]([NH:15][C:16]2[CH:21]=[CH:20][N:19]=[C:18]([C:22]([O:24][CH3:25])=[O:23])[CH:17]=2)=[O:13])=[N:4][C:5]2[C:10]([N:11]=1)=[CH:9][CH:8]=[CH:7][CH:6]=2. The catalyst class is: 4.